From a dataset of Full USPTO retrosynthesis dataset with 1.9M reactions from patents (1976-2016). Predict the reactants needed to synthesize the given product. (1) Given the product [Cl:46][C:41]1[CH:42]=[CH:43][CH:44]=[CH:45][C:40]=1[N:37]1[C:33]2=[N:34][CH:35]=[N:36][C:31]([O:3][C@@H:4]([CH2:14][O:15][C@H:16]([CH3:29])[CH2:17][O:18][Si:19]([CH:26]([CH3:28])[CH3:27])([CH:20]([CH3:21])[CH3:22])[CH:23]([CH3:25])[CH3:24])[C:5]([NH:7][C:8]3[CH:13]=[CH:12][CH:11]=[CH:10][N:9]=3)=[O:6])=[C:32]2[CH:39]=[N:38]1, predict the reactants needed to synthesize it. The reactants are: [H-].[Na+].[OH:3][C@@H:4]([CH2:14][O:15][C@H:16]([CH3:29])[CH2:17][O:18][Si:19]([CH:26]([CH3:28])[CH3:27])([CH:23]([CH3:25])[CH3:24])[CH:20]([CH3:22])[CH3:21])[C:5]([NH:7][C:8]1[CH:13]=[CH:12][CH:11]=[CH:10][N:9]=1)=[O:6].Cl[C:31]1[N:36]=[CH:35][N:34]=[C:33]2[N:37]([C:40]3[CH:45]=[CH:44][CH:43]=[CH:42][C:41]=3[Cl:46])[N:38]=[CH:39][C:32]=12.C(O)(=O)CC(CC(O)=O)(C(O)=O)O. (2) Given the product [O:20]1[CH2:21][CH2:22][O:23][C:18]2[CH:17]=[C:16]([C:14]3[N:11]=[C:7]4[CH:6]=[C:5]([NH:4][CH2:3][CH2:2][F:1])[CH:10]=[CH:9][N:8]4[CH:13]=3)[CH:25]=[CH:24][C:19]1=2, predict the reactants needed to synthesize it. The reactants are: [F:1][CH2:2][CH2:3][NH:4][C:5]1[CH:10]=[CH:9][N:8]=[C:7]([NH2:11])[CH:6]=1.Br[CH2:13][C:14]([C:16]1[CH:25]=[CH:24][C:19]2[O:20][CH2:21][CH2:22][O:23][C:18]=2[CH:17]=1)=O.